Dataset: Full USPTO retrosynthesis dataset with 1.9M reactions from patents (1976-2016). Task: Predict the reactants needed to synthesize the given product. (1) Given the product [C:1]([C:11]([NH:13][C@H:14]([C:18]([NH:20][CH:21]([C:30](=[O:33])[CH2:31][O:39][C:38]1[C:40]([F:46])=[C:41]([F:45])[CH:42]=[C:43]([F:44])[C:37]=1[F:36])[CH2:22][C:23]([O:25][C:26]([CH3:29])([CH3:28])[CH3:27])=[O:24])=[O:19])[CH:15]([CH3:17])[CH3:16])=[O:12])([O:3][CH2:4][C:5]1[CH:10]=[CH:9][CH:8]=[CH:7][CH:6]=1)=[O:2], predict the reactants needed to synthesize it. The reactants are: [C:1]([C:11]([NH:13][C@H:14]([C:18]([NH:20][CH:21]([C:30](=[O:33])[CH2:31]Br)[CH2:22][C:23]([O:25][C:26]([CH3:29])([CH3:28])[CH3:27])=[O:24])=[O:19])[CH:15]([CH3:17])[CH3:16])=[O:12])([O:3][CH2:4][C:5]1[CH:10]=[CH:9][CH:8]=[CH:7][CH:6]=1)=[O:2].[Na+].[I-].[F:36][C:37]1[C:43]([F:44])=[CH:42][C:41]([F:45])=[C:40]([F:46])[C:38]=1[O-:39].[K+]. (2) Given the product [CH2:1]([O:8][C@H:9]1[C@H:14]([O:15][CH2:16][C:17]2[CH:18]=[CH:19][CH:20]=[CH:21][CH:22]=2)[C@@H:13]([O:23][CH2:24][C:25]2[CH:30]=[CH:29][CH:28]=[CH:27][CH:26]=2)[C@@:12]([C:33]2[CH:38]=[CH:37][C:36]([Cl:39])=[C:35]([CH2:40][C:41]3[CH:46]=[CH:45][C:44]([O:47][CH2:48][CH:49]([F:50])[F:51])=[CH:43][CH:42]=3)[CH:34]=2)([O:31][CH3:32])[O:11][C@@H:10]1[CH2:52][OH:53])[C:2]1[CH:3]=[CH:4][CH:5]=[CH:6][CH:7]=1, predict the reactants needed to synthesize it. The reactants are: [CH2:1]([O:8][C@H:9]1[C@H:14]([O:15][CH2:16][C:17]2[CH:22]=[CH:21][CH:20]=[CH:19][CH:18]=2)[C@@H:13]([O:23][CH2:24][C:25]2[CH:30]=[CH:29][CH:28]=[CH:27][CH:26]=2)[C@@:12]([C:33]2[CH:38]=[CH:37][C:36]([Cl:39])=[C:35]([CH2:40][C:41]3[CH:46]=[CH:45][C:44]([O:47][CH2:48][CH:49]([F:51])[F:50])=[CH:43][CH:42]=3)[CH:34]=2)([O:31][CH3:32])[O:11][C@@H:10]1[CH2:52][O:53][Si](C(C)(C)C)(C)C)[C:2]1[CH:7]=[CH:6][CH:5]=[CH:4][CH:3]=1.C(Cl)(=O)C. (3) The reactants are: C([N:14]1[CH2:17][CH:16]([O:18][C:19]2[CH:24]=[CH:23][CH:22]=[CH:21][C:20]=2[C:25]([CH3:28])([CH3:27])[CH3:26])[CH2:15]1)(C1C=CC=CC=1)C1C=CC=CC=1. Given the product [C:25]([C:20]1[CH:21]=[CH:22][CH:23]=[CH:24][C:19]=1[O:18][CH:16]1[CH2:15][NH:14][CH2:17]1)([CH3:28])([CH3:26])[CH3:27], predict the reactants needed to synthesize it. (4) Given the product [CH2:13]([O:12][C:10](=[O:11])[CH:9]=[C:48]1[CH2:47][CH2:46][CH:45]([N:19]2[C:18](=[O:17])[C:23]([CH2:24][C:25]3[CH:30]=[CH:29][C:28]([C:31]4[CH:36]=[CH:35][CH:34]=[CH:33][C:32]=4[C:37]#[N:38])=[CH:27][CH:26]=3)=[C:22]([CH2:39][CH2:40][CH3:41])[N:21]3[N:42]=[CH:43][N:44]=[C:20]23)[CH2:50][CH2:49]1)[CH3:14], predict the reactants needed to synthesize it. The reactants are: C(OP([CH2:9][C:10]([O:12][CH2:13][CH3:14])=[O:11])(OCC)=O)C.[H-].[Na+].[O:17]=[C:18]1[C:23]([CH2:24][C:25]2[CH:30]=[CH:29][C:28]([C:31]3[C:32]([C:37]#[N:38])=[CH:33][CH:34]=[CH:35][CH:36]=3)=[CH:27][CH:26]=2)=[C:22]([CH2:39][CH2:40][CH3:41])[N:21]2[N:42]=[CH:43][N:44]=[C:20]2[N:19]1[CH:45]1[CH2:50][CH2:49][C:48](=O)[CH2:47][CH2:46]1.